Dataset: NCI-60 drug combinations with 297,098 pairs across 59 cell lines. Task: Regression. Given two drug SMILES strings and cell line genomic features, predict the synergy score measuring deviation from expected non-interaction effect. Drug 1: C1=CN(C=N1)CC(O)(P(=O)(O)O)P(=O)(O)O. Drug 2: C1CN(P(=O)(OC1)NCCCl)CCCl. Cell line: M14. Synergy scores: CSS=-9.76, Synergy_ZIP=7.32, Synergy_Bliss=9.10, Synergy_Loewe=-5.82, Synergy_HSA=-5.38.